From a dataset of Full USPTO retrosynthesis dataset with 1.9M reactions from patents (1976-2016). Predict the reactants needed to synthesize the given product. (1) Given the product [OH:30][C@H:27]1[CH2:26][CH2:25][C@H:24]([NH:23][C:12]2[N:11]=[C:10]([NH:9][C:7]3[S:8][C:4]4[CH:3]=[C:2]([N:1]5[C:36](=[O:37])[CH2:35][CH2:34][C:33]5=[O:38])[CH:32]=[CH:31][C:5]=4[N:6]=3)[CH:15]=[C:14]([CH2:16][C:17]3[CH:18]=[CH:19][CH:20]=[CH:21][CH:22]=3)[N:13]=2)[CH2:29][CH2:28]1, predict the reactants needed to synthesize it. The reactants are: [NH2:1][C:2]1[CH:32]=[CH:31][C:5]2[N:6]=[C:7]([NH:9][C:10]3[CH:15]=[C:14]([CH2:16][C:17]4[CH:22]=[CH:21][CH:20]=[CH:19][CH:18]=4)[N:13]=[C:12]([NH:23][C@H:24]4[CH2:29][CH2:28][C@H:27]([OH:30])[CH2:26][CH2:25]4)[N:11]=3)[S:8][C:4]=2[CH:3]=1.[C:33]1(=O)[O:38][C:36](=[O:37])[CH2:35][CH2:34]1. (2) Given the product [CH3:14][N:18]([CH3:17])[C:2]1[N:7]=[C:6]([CH2:8][C:9]([O:11][CH2:12][CH3:13])=[O:10])[CH:5]=[CH:4][CH:3]=1, predict the reactants needed to synthesize it. The reactants are: N[C:2]1[N:7]=[C:6]([CH2:8][C:9]([O:11][CH2:12][CH3:13])=[O:10])[CH:5]=[CH:4][CH:3]=1.[CH2:14]=O.[BH3-][C:17]#[N:18].[Na+].